Dataset: Peptide-MHC class II binding affinity with 134,281 pairs from IEDB. Task: Regression. Given a peptide amino acid sequence and an MHC pseudo amino acid sequence, predict their binding affinity value. This is MHC class II binding data. (1) The peptide sequence is APEVKYTVFETALKK. The MHC is HLA-DPA10201-DPB10501 with pseudo-sequence HLA-DPA10201-DPB10501. The binding affinity (normalized) is 0.781. (2) The peptide sequence is YDEFLANVSTVLTGK. The MHC is DRB1_0401 with pseudo-sequence DRB1_0401. The binding affinity (normalized) is 0.615. (3) The peptide sequence is ESWIVDRQWAQDLTL. The MHC is DRB1_0401 with pseudo-sequence DRB1_0401. The binding affinity (normalized) is 0.260. (4) The peptide sequence is AFKVYATAANAAPAN. The MHC is DRB1_0401 with pseudo-sequence DRB1_0401. The binding affinity (normalized) is 0.417.